This data is from Full USPTO retrosynthesis dataset with 1.9M reactions from patents (1976-2016). The task is: Predict the reactants needed to synthesize the given product. (1) Given the product [I:43][C:44]1[CH:45]=[C:46]([NH:47][C:6]([C:3]2[CH:4]=[CH:5][S:1][CH:2]=2)=[O:8])[CH:48]=[CH:49][C:50]=1[CH3:51], predict the reactants needed to synthesize it. The reactants are: [S:1]1[CH:5]=[CH:4][C:3]([C:6]([OH:8])=O)=[CH:2]1.CN(C(ON1N=NC2C=CC=NC1=2)=[N+](C)C)C.F[P-](F)(F)(F)(F)F.C1C=CC2N(O)N=NC=2C=1.[I:43][C:44]1[CH:45]=[C:46]([CH:48]=[CH:49][C:50]=1[CH3:51])[NH2:47]. (2) Given the product [CH3:1][C:2]1[S:6][N:5]=[N:4][C:3]=1[C:7]([Cl:15])=[O:9], predict the reactants needed to synthesize it. The reactants are: [CH3:1][C:2]1[S:6][N:5]=[N:4][C:3]=1[C:7]([O:9]CC)=O.C(Cl)(=O)C([Cl:15])=O. (3) Given the product [CH2:20]([O:27][C:28]1[CH:55]=[CH:54][C:53]([N:1]2[CH2:6][CH2:5][S:4][CH2:3][CH2:2]2)=[CH:52][C:29]=1[C:30]([NH:32][C:33]1[CH:45]=[C:44]([C:46]2[CH:51]=[CH:50][CH:49]=[CH:48][CH:47]=2)[CH:43]=[CH:42][C:34]=1[C:35]([O:37][C:38]([CH3:41])([CH3:40])[CH3:39])=[O:36])=[O:31])[C:21]1[CH:22]=[CH:23][CH:24]=[CH:25][CH:26]=1, predict the reactants needed to synthesize it. The reactants are: [NH:1]1[CH2:6][CH2:5][S:4][CH2:3][CH2:2]1.C(=O)([O-])[O-].[Cs+].[Cs+].C1(C)C=CC=CC=1.[CH2:20]([O:27][C:28]1[CH:55]=[CH:54][C:53](Br)=[CH:52][C:29]=1[C:30]([NH:32][C:33]1[CH:45]=[C:44]([C:46]2[CH:51]=[CH:50][CH:49]=[CH:48][CH:47]=2)[CH:43]=[CH:42][C:34]=1[C:35]([O:37][C:38]([CH3:41])([CH3:40])[CH3:39])=[O:36])=[O:31])[C:21]1[CH:26]=[CH:25][CH:24]=[CH:23][CH:22]=1. (4) Given the product [N:27]1[CH:28]=[CH:29][CH:30]=[C:25]([C:24]2[CH2:23][O:22][C:20](=[O:21])[C:19]=2[C:16]2[CH:15]=[CH:14][C:13]([O:12][CH2:11][C:2]3[CH:3]=[CH:4][C:5]4[C:10](=[CH:9][CH:8]=[CH:7][CH:6]=4)[N:1]=3)=[CH:18][CH:17]=2)[CH:26]=1, predict the reactants needed to synthesize it. The reactants are: [N:1]1[C:10]2[C:5](=[CH:6][CH:7]=[CH:8][CH:9]=2)[CH:4]=[CH:3][C:2]=1[CH2:11][O:12][C:13]1[CH:18]=[CH:17][C:16]([CH2:19][C:20]([O:22][CH2:23][C:24](=O)[C:25]2[CH:26]=[N:27][CH:28]=[CH:29][CH:30]=2)=[O:21])=[CH:15][CH:14]=1.[H-].[Na+]. (5) The reactants are: [F:1][C:2]1[CH:3]=[CH:4][C:5]([N+:9]([O-:11])=[O:10])=[C:6]([OH:8])[CH:7]=1.[C:12](=O)([O-])[O-].[K+].[K+].IC. Given the product [F:1][C:2]1[CH:3]=[CH:4][C:5]([N+:9]([O-:11])=[O:10])=[C:6]([O:8][CH3:12])[CH:7]=1, predict the reactants needed to synthesize it. (6) Given the product [F:1][C:2]1[CH:23]=[CH:22][C:5]([CH2:6][NH:7][C:8]([C:10]2[N:15]=[C:14]([CH:16]=[N:25][OH:26])[N:13]=[C:12]([O:18][CH3:19])[C:11]=2[O:20][CH3:21])=[O:9])=[CH:4][CH:3]=1, predict the reactants needed to synthesize it. The reactants are: [F:1][C:2]1[CH:23]=[CH:22][C:5]([CH2:6][NH:7][C:8]([C:10]2[N:15]=[C:14]([CH:16]=O)[N:13]=[C:12]([O:18][CH3:19])[C:11]=2[O:20][CH3:21])=[O:9])=[CH:4][CH:3]=1.Cl.[NH2:25][OH:26].C([O-])(=O)C.[Na+]. (7) Given the product [Cl:10][Si:11]([Cl:13])([Cl:12])[CH:2]([C:4]1[CH:9]=[CH:8][CH:7]=[CH:6][CH:5]=1)[CH3:3], predict the reactants needed to synthesize it. The reactants are: Cl[CH:2]([C:4]1[CH:9]=[CH:8][CH:7]=[CH:6][CH:5]=1)[CH3:3].[Cl:10][SiH:11]([Cl:13])[Cl:12]. (8) Given the product [OH:8][C:9]1[CH:18]=[C:17]2[C:12]([C:13]([O:19][C:20]3[C:21]([CH3:30])=[N:22][C:23]4[C:28]([CH:29]=3)=[CH:27][N:26]=[CH:25][CH:24]=4)=[CH:14][CH:15]=[N:16]2)=[CH:11][C:10]=1[O:31][CH3:32], predict the reactants needed to synthesize it. The reactants are: C([O:8][C:9]1[CH:18]=[C:17]2[C:12]([C:13]([O:19][C:20]3[C:21]([CH3:30])=[N:22][C:23]4[C:28]([CH:29]=3)=[CH:27][N:26]=[CH:25][CH:24]=4)=[CH:14][CH:15]=[N:16]2)=[CH:11][C:10]=1[O:31][CH3:32])C1C=CC=CC=1.CS(O)(=O)=O.